From a dataset of Full USPTO retrosynthesis dataset with 1.9M reactions from patents (1976-2016). Predict the reactants needed to synthesize the given product. Given the product [CH3:55][C:56]1[N:57]=[C:58]([NH:62][C:17]([C:16]2[CH:15]=[N:14][N:11]3[CH:12]=[CH:13][C:8]([N:4]4[CH2:5][CH2:6][CH2:7][C@H:3]4[C:2]([F:21])([F:20])[F:1])=[N:9][C:10]=23)=[O:19])[S:59][C:60]=1[CH3:61], predict the reactants needed to synthesize it. The reactants are: [F:1][C:2]([F:21])([F:20])[C@@H:3]1[CH2:7][CH2:6][CH2:5][N:4]1[C:8]1[CH:13]=[CH:12][N:11]2[N:14]=[CH:15][C:16]([C:17]([OH:19])=O)=[C:10]2[N:9]=1.CN(C(ON1N=NC2C=CC=NC1=2)=[N+](C)C)C.F[P-](F)(F)(F)(F)F.CCN(C(C)C)C(C)C.[CH3:55][C:56]1[N:57]=[C:58]([NH2:62])[S:59][C:60]=1[CH3:61].[H-].[Na+].